From a dataset of Catalyst prediction with 721,799 reactions and 888 catalyst types from USPTO. Predict which catalyst facilitates the given reaction. (1) The catalyst class is: 2. Reactant: C(OC([N:8]1[C:16]2[C:11](=[C:12]([NH:24][C:25]3[CH:30]=[CH:29][C:28]([I:31])=[CH:27][C:26]=3[F:32])[C:13]([NH:17][S:18]([CH:21]3[CH2:23][CH2:22]3)(=[O:20])=[O:19])=[CH:14][CH:15]=2)[CH:10]=[N:9]1)=O)(C)(C)C.C(O)(C(F)(F)F)=O. Product: [F:32][C:26]1[CH:27]=[C:28]([I:31])[CH:29]=[CH:30][C:25]=1[NH:24][C:12]1[C:13]([NH:17][S:18]([CH:21]2[CH2:23][CH2:22]2)(=[O:20])=[O:19])=[CH:14][CH:15]=[C:16]2[C:11]=1[CH:10]=[N:9][NH:8]2. (2) The catalyst class is: 14. Reactant: Cl.[CH2:2]([O:4][C:5](=[NH:12])[CH2:6][C:7]([O:9][CH2:10][CH3:11])=[O:8])[CH3:3].[Br:13][C:14]1[CH:20]=[CH:19][C:17](N)=[CH:16][C:15]=1[O:21][CH3:22]. Product: [Br:13][C:14]1[CH:20]=[CH:19][C:17](/[N:12]=[C:5](/[O:4][CH2:2][CH3:3])\[CH2:6][C:7]([O:9][CH2:10][CH3:11])=[O:8])=[CH:16][C:15]=1[O:21][CH3:22].